This data is from Tyrosyl-DNA phosphodiesterase HTS with 341,365 compounds. The task is: Binary Classification. Given a drug SMILES string, predict its activity (active/inactive) in a high-throughput screening assay against a specified biological target. The drug is O=C(N1CCC(N2CCCCC2)CC1)Cn1c(c(cc1c1ccccc1)C(=O)C)C. The result is 0 (inactive).